This data is from Full USPTO retrosynthesis dataset with 1.9M reactions from patents (1976-2016). The task is: Predict the reactants needed to synthesize the given product. (1) Given the product [CH2:29]([O:9][CH:8]([C:10]1[CH:15]=[CH:14][C:13]([O:16][CH2:17][CH3:18])=[CH:12][CH:11]=1)[C:6]1[CH:7]=[C:2]([Br:1])[CH:3]=[CH:4][C:5]=1[Cl:19])[C:30]1[CH:35]=[CH:34][CH:33]=[CH:32][CH:31]=1, predict the reactants needed to synthesize it. The reactants are: [Br:1][C:2]1[CH:3]=[CH:4][C:5]([Cl:19])=[C:6]([CH:8]([C:10]2[CH:15]=[CH:14][C:13]([O:16][CH2:17][CH3:18])=[CH:12][CH:11]=2)[OH:9])[CH:7]=1.O1CCCC1.[H-].[Na+].[H][H].[CH2:29](Br)[C:30]1[CH:35]=[CH:34][CH:33]=[CH:32][CH:31]=1.Cl. (2) Given the product [O:1]1[C:5]([C:6]2[CH:7]=[CH:8][C:9]([NH:12][C:13]3[N:14]=[C:15]([NH:30][CH2:31][C@H:32]4[CH2:36][CH2:35][CH2:34][O:33]4)[C:16]4[CH2:22][NH:21][CH2:20][CH2:19][C:17]=4[N:18]=3)=[CH:10][CH:11]=2)=[CH:4][N:3]=[CH:2]1, predict the reactants needed to synthesize it. The reactants are: [O:1]1[C:5]([C:6]2[CH:11]=[CH:10][C:9]([NH:12][C:13]3[N:14]=[C:15]([NH:30][CH2:31][C@H:32]4[CH2:36][CH2:35][CH2:34][O:33]4)[C:16]4[CH2:22][N:21](C(OC(C)(C)C)=O)[CH2:20][CH2:19][C:17]=4[N:18]=3)=[CH:8][CH:7]=2)=[CH:4][N:3]=[CH:2]1.Cl.